Dataset: Full USPTO retrosynthesis dataset with 1.9M reactions from patents (1976-2016). Task: Predict the reactants needed to synthesize the given product. (1) Given the product [Cl:12][C:6]1[C:7]([C:8]([O:10][CH3:11])=[O:9])=[C:2]([O:21][C:15]2[C:16]([F:20])=[CH:17][CH:18]=[CH:19][C:14]=2[Cl:13])[N:3]=[CH:4][N:5]=1, predict the reactants needed to synthesize it. The reactants are: Cl[C:2]1[C:7]([C:8]([O:10][CH3:11])=[O:9])=[C:6]([Cl:12])[N:5]=[CH:4][N:3]=1.[Cl:13][C:14]1[CH:19]=[CH:18][CH:17]=[C:16]([F:20])[C:15]=1[OH:21].C(=O)([O-])[O-].[K+].[K+]. (2) Given the product [O:9]=[S:10]1(=[O:12])[CH2:6][CH2:5][C:4](=[O:7])[CH2:3][CH2:2]1, predict the reactants needed to synthesize it. The reactants are: S1[CH2:6][CH2:5][C:4](=[O:7])[CH2:3][CH2:2]1.O[O:9][S:10]([O-:12])=O.[K+].C([O-])(O)=O.[Na+]. (3) Given the product [CH3:1][O:2][C:3]([C:4]1[N:16]=[C:17]([NH2:19])[S:18][C:5]=1[C:7]1[CH:12]=[CH:11][C:10]([F:13])=[CH:9][CH:8]=1)=[O:15], predict the reactants needed to synthesize it. The reactants are: [CH3:1][O:2][C:3](=[O:15])[C:4](=O)[CH:5]([C:7]1[CH:12]=[CH:11][C:10]([F:13])=[CH:9][CH:8]=1)Cl.[NH2:16][C:17]([NH2:19])=[S:18]. (4) Given the product [NH2:23][CH:10]1[CH2:9][N:8]([C:6]([O:5][C:1]([CH3:4])([CH3:3])[CH3:2])=[O:7])[CH2:13][CH:12]([C:14]([O:16][CH3:17])=[O:15])[CH2:11]1, predict the reactants needed to synthesize it. The reactants are: [C:1]([O:5][C:6]([N:8]1[CH2:13][CH:12]([C:14]([O:16][CH3:17])=[O:15])[CH2:11][CH:10](C(O)=O)[CH2:9]1)=[O:7])([CH3:4])([CH3:3])[CH3:2].CC[N:23](C(C)C)C(C)C.C(O)C1C=CC=CC=1.C1C=CC(P(N=[N+]=[N-])(C2C=CC=CC=2)=O)=CC=1. (5) Given the product [N:11]1[CH:12]=[CH:13][CH:14]=[CH:15][C:10]=1[C:9]1[CH:8]=[CH:7][N:6]=[C:5]([NH2:16])[C:4]=1[NH2:1], predict the reactants needed to synthesize it. The reactants are: [N+:1]([C:4]1[C:5]([NH2:16])=[N:6][CH:7]=[CH:8][C:9]=1[C:10]1[CH:15]=[CH:14][CH:13]=[CH:12][N:11]=1)([O-])=O. (6) Given the product [CH2:29]([O:31][C:32](=[O:33])[CH2:34][CH2:35][C:36]1[CH:41]=[CH:40][C:39]([C:2]2[CH:7]=[CH:6][C:5]([C:8]3[O:12][N:11]=[C:10]([CH3:13])[C:9]=3[C@H:14]([OH:28])[CH2:15][S:16][CH2:17][C:18]3[CH:23]=[CH:22][CH:21]=[C:20]([C:24]([F:26])([F:27])[F:25])[CH:19]=3)=[CH:4][CH:3]=2)=[CH:38][CH:37]=1)[CH3:30], predict the reactants needed to synthesize it. The reactants are: Br[C:2]1[CH:7]=[CH:6][C:5]([C:8]2[O:12][N:11]=[C:10]([CH3:13])[C:9]=2[C@H:14]([OH:28])[CH2:15][S:16][CH2:17][C:18]2[CH:23]=[CH:22][CH:21]=[C:20]([C:24]([F:27])([F:26])[F:25])[CH:19]=2)=[CH:4][CH:3]=1.[CH2:29]([O:31][C:32]([CH2:34][CH2:35][C:36]1[CH:41]=[CH:40][C:39](B(O)O)=[CH:38][CH:37]=1)=[O:33])[CH3:30].